Dataset: Full USPTO retrosynthesis dataset with 1.9M reactions from patents (1976-2016). Task: Predict the reactants needed to synthesize the given product. (1) Given the product [CH2:22]([C:20]1[CH:21]=[C:16]([C:13]2[N:12]=[CH:11][C:10]3[CH:9]=[N:8][N:7]([CH2:6][O:5][CH2:4][CH2:3][Si:2]([CH3:24])([CH3:1])[CH3:25])[C:15]=3[CH:14]=2)[CH:17]=[N:18][CH:19]=1)[CH3:23], predict the reactants needed to synthesize it. The reactants are: [CH3:1][Si:2]([CH3:25])([CH3:24])[CH2:3][CH2:4][O:5][CH2:6][N:7]1[C:15]2[CH:14]=[C:13]([C:16]3[CH:17]=[N:18][CH:19]=[C:20]([CH:22]=[CH2:23])[CH:21]=3)[N:12]=[CH:11][C:10]=2[CH:9]=[N:8]1.[H][H]. (2) Given the product [NH2:1][C:2]1[CH:7]=[N:6][C:5]([S:17][CH3:16])=[CH:4][N:3]=1, predict the reactants needed to synthesize it. The reactants are: [NH2:1][C:2]1[CH:7]=[N:6][C:5](Br)=[CH:4][N:3]=1.NC1C=NC=CN=1.[CH3:16][S-:17].[Na+]. (3) Given the product [C:7]([C:9]1[CH:14]=[CH:13][C:12]([CH:15]([CH:20]2[CH2:24][CH2:23][CH2:22][CH2:21]2)[C:16]([O:18][CH3:19])=[O:17])=[CH:11][CH:10]=1)#[N:8], predict the reactants needed to synthesize it. The reactants are: CC(C)([O-])C.[K+].[C:7]([C:9]1[CH:14]=[CH:13][C:12]([CH2:15][C:16]([O:18][CH3:19])=[O:17])=[CH:11][CH:10]=1)#[N:8].[CH:20]1(Br)[CH2:24][CH2:23][CH2:22][CH2:21]1.O. (4) Given the product [CH3:1][O:2][C:3]1[CH:4]=[C:5]([C@@H:9]([CH2:13][CH3:14])[C:10](=[CH2:15])[CH:11]=[O:12])[CH:6]=[CH:7][CH:8]=1, predict the reactants needed to synthesize it. The reactants are: [CH3:1][O:2][C:3]1[CH:4]=[C:5]([C@H:9]([CH2:13][CH3:14])[CH2:10][CH:11]=[O:12])[CH:6]=[CH:7][CH:8]=1.[CH2:15](N(CC)CC)C. (5) Given the product [O:19]=[C:10]1[CH2:9][C@@H:8]2[C@@H:12]([C:13]3[CH:18]=[CH:17][CH:16]=[CH:15][C:14]=3[C:4]3([CH2:7]2)[CH2:3][CH2:2][N:1]([C:27]([O:28][C:29]([CH3:32])([CH3:31])[CH3:30])=[O:33])[CH2:6][CH2:5]3)[NH:11]1, predict the reactants needed to synthesize it. The reactants are: [NH:1]1[CH2:6][CH2:5][C:4]2([C:14]3[CH:15]=[CH:16][CH:17]=[CH:18][C:13]=3[C@@H:12]3[C@@H:8]([CH2:9][C:10](=[O:19])[NH:11]3)[CH2:7]2)[CH2:3][CH2:2]1.C(N(CC)CC)C.[C:27](=O)([O:33]C(C)(C)C)[O:28][C:29]([CH3:32])([CH3:31])[CH3:30]. (6) Given the product [NH2:8][C:7]1[C:2]([F:1])=[C:3]([C:12]([C:14]2[C:22]3[C:17](=[N:18][CH:19]=[C:20]([I:23])[CH:21]=3)[NH:16][CH:15]=2)=[O:13])[C:4]([F:11])=[CH:5][CH:6]=1, predict the reactants needed to synthesize it. The reactants are: [F:1][C:2]1[C:7]([N+:8]([O-])=O)=[CH:6][CH:5]=[C:4]([F:11])[C:3]=1[C:12]([C:14]1[C:22]2[C:17](=[N:18][CH:19]=[C:20]([I:23])[CH:21]=2)[NH:16][CH:15]=1)=[O:13].C(OCC)(=O)C.O1CCCC1.C(=O)(O)[O-].[Na+].